Dataset: Full USPTO retrosynthesis dataset with 1.9M reactions from patents (1976-2016). Task: Predict the reactants needed to synthesize the given product. Given the product [NH2:18][C@H:14]1[CH2:15][CH2:16][CH2:17][N:12]([CH2:11][C:8]2[CH:9]=[CH:10][C:5]([C:4]([NH:51][CH2:52][C:53]3[CH:58]=[C:57]([Cl:59])[CH:56]=[CH:55][C:54]=3[S:60]([CH2:63][CH3:64])(=[O:62])=[O:61])=[O:30])=[CH:6][C:7]=2[C:26]([F:28])([F:27])[F:29])[CH2:13]1, predict the reactants needed to synthesize it. The reactants are: C(O[C:4](=[O:30])[C:5]1[CH:10]=[CH:9][C:8]([CH2:11][N:12]2[CH2:17][CH2:16][CH2:15][C@H:14]([NH:18]C(OC(C)(C)C)=O)[CH2:13]2)=[C:7]([C:26]([F:29])([F:28])[F:27])[CH:6]=1)C.C(OC(=O)N[C@@H]1CCN(CC2C=CC(C(=O)[NH:51][CH2:52][C:53]3[CH:58]=[C:57]([Cl:59])[CH:56]=[CH:55][C:54]=3[S:60]([CH2:63][CH3:64])(=[O:62])=[O:61])=CC=2C(F)(F)F)C1)(C)(C)C.